This data is from Reaction yield outcomes from USPTO patents with 853,638 reactions. The task is: Predict the reaction yield, written as a fraction of the theoretical maximum amount of product (1.0 means a 100% yield; for example, 0.34 means a 34% yield). (1) The reactants are [CH2:1]([NH2:7])[C:2]1[O:6][CH:5]=[CH:4][CH:3]=1.[C:8](=[S:10])=[S:9].C(N(CC)CC)C.[CH:18]([CH:20]=[CH2:21])=[O:19]. The catalyst is O. The product is [O:6]1[CH:5]=[CH:4][CH:3]=[C:2]1[CH2:1][N:7]1[CH:18]([OH:19])[CH2:20][CH2:21][S:9][C:8]1=[S:10]. The yield is 0.340. (2) The reactants are [F:1][C:2]1([F:35])[O:6][C:5]2[CH:7]=[CH:8][C:9]([C:11]3([C:14]([NH:16][C:17]4[N:22]=[C:21]([C:23]5[CH:24]=[N:25][C:26]([O:32][CH3:33])=[C:27]([N+:29]([O-])=O)[CH:28]=5)[C:20]([CH3:34])=[CH:19][CH:18]=4)=[O:15])[CH2:13][CH2:12]3)=[CH:10][C:4]=2[O:3]1.[H][H]. The catalyst is CO.[Pd]. The product is [NH2:29][C:27]1[CH:28]=[C:23]([C:21]2[C:20]([CH3:34])=[CH:19][CH:18]=[C:17]([NH:16][C:14]([C:11]3([C:9]4[CH:8]=[CH:7][C:5]5[O:6][C:2]([F:1])([F:35])[O:3][C:4]=5[CH:10]=4)[CH2:12][CH2:13]3)=[O:15])[N:22]=2)[CH:24]=[N:25][C:26]=1[O:32][CH3:33]. The yield is 0.770. (3) The reactants are [CH:1]1([C:4]2[CH:12]=[CH:11][C:7]([C:8]([OH:10])=[O:9])=[CH:6][C:5]=2[CH:13]([OH:16])[CH2:14][CH3:15])[CH2:3][CH2:2]1.CC(OI1(OC(C)=O)(OC(C)=O)OC(=O)C2C=CC=CC1=2)=O. The catalyst is ClCCCl. The product is [CH:1]1([C:4]2[CH:12]=[CH:11][C:7]([C:8]([OH:10])=[O:9])=[CH:6][C:5]=2[C:13](=[O:16])[CH2:14][CH3:15])[CH2:2][CH2:3]1. The yield is 0.680. (4) The reactants are C[O:2][C:3]1[C:4]([CH3:29])=[C:5]([C:20]([O:27]C)=[C:21]([O:25][CH3:26])[C:22]=1[O:23][CH3:24])[CH2:6][C:7]1[CH:8]=[CH:9][C:10]([O:16][C:17](=[O:19])[CH3:18])=[C:11]([CH:15]=1)[C:12]([OH:14])=[O:13].O=[N+]([O-])[O-].[O-][N+](=O)[O-].[O-][N+](=O)[O-].[O-][N+](=O)[O-].[O-][N+](=O)[O-].[O-][N+](=O)[O-].[Ce+4].[NH4+].[NH4+]. The catalyst is C(#N)C.O. The product is [CH3:24][O:23][C:22]1[C:3](=[O:2])[C:4]([CH3:29])=[C:5]([CH2:6][C:7]2[CH:8]=[CH:9][C:10]([O:16][C:17](=[O:19])[CH3:18])=[C:11]([CH:15]=2)[C:12]([OH:14])=[O:13])[C:20](=[O:27])[C:21]=1[O:25][CH3:26]. The yield is 0.860. (5) The reactants are [NH2:1][C:2]1[CH:28]=[CH:27][C:5]([CH2:6][C:7]2[C:11]3[C:12](=[O:26])[N:13]([C:20]4[CH:25]=[CH:24][CH:23]=[CH:22][CH:21]=4)[C:14]4[N:15]=[CH:16][CH:17]=[CH:18][C:19]=4[C:10]=3[NH:9][N:8]=2)=[CH:4][CH:3]=1.[CH3:29][S:30](Cl)(=[O:32])=[O:31].O. The catalyst is N1C=CC=CC=1. The product is [CH3:29][S:30]([NH:1][C:2]1[CH:28]=[CH:27][C:5]([CH2:6][C:7]2[C:11]3[C:12](=[O:26])[N:13]([C:20]4[CH:25]=[CH:24][CH:23]=[CH:22][CH:21]=4)[C:14]4[N:15]=[CH:16][CH:17]=[CH:18][C:19]=4[C:10]=3[NH:9][N:8]=2)=[CH:4][CH:3]=1)(=[O:32])=[O:31]. The yield is 0.650. (6) The reactants are [C:1]([O:5][C:6]([NH:8][C@:9]([CH3:39])([CH2:20][CH2:21][C:22]1[O:23][C:24]([C:27](=[O:38])[CH2:28][CH2:29][CH2:30][CH2:31][C:32]2[CH:37]=[CH:36][CH:35]=[CH:34][CH:33]=2)=[CH:25][CH:26]=1)[CH:10]=[CH:11][P:12](=[O:19])([O:16][CH2:17][CH3:18])[O:13][CH2:14][CH3:15])=[O:7])([CH3:4])([CH3:3])[CH3:2]. The catalyst is C(O)C.C1C=CC(P(C2C=CC=CC=2)C2C=CC=CC=2)=CC=1.C1C=CC(P(C2C=CC=CC=2)C2C=CC=CC=2)=CC=1.C1C=CC(P(C2C=CC=CC=2)C2C=CC=CC=2)=CC=1.[Cl-].[Rh]. The product is [C:1]([O:5][C:6]([NH:8][C@:9]([CH3:39])([CH2:20][CH2:21][C:22]1[O:23][C:24]([C:27](=[O:38])[CH2:28][CH2:29][CH2:30][CH2:31][C:32]2[CH:37]=[CH:36][CH:35]=[CH:34][CH:33]=2)=[CH:25][CH:26]=1)[CH2:10][CH2:11][P:12](=[O:19])([O:13][CH2:14][CH3:15])[O:16][CH2:17][CH3:18])=[O:7])([CH3:2])([CH3:3])[CH3:4]. The yield is 0.850.